From a dataset of Catalyst prediction with 721,799 reactions and 888 catalyst types from USPTO. Predict which catalyst facilitates the given reaction. (1) Reactant: Cl[C:2]1[O:3][C:4]([C:7]2[N:8]([C:16]([O:18][C:19]([CH3:22])([CH3:21])[CH3:20])=[O:17])[C:9]3[C:14]([CH:15]=2)=[CH:13][CH:12]=[CH:11][CH:10]=3)=[CH:5][N:6]=1.[NH2:23][C:24]1[CH:25]=[C:26]([OH:30])[CH:27]=[CH:28][CH:29]=1. Product: [OH:30][C:26]1[CH:25]=[C:24]([NH:23][C:2]2[O:3][C:4]([C:7]3[N:8]([C:16]([O:18][C:19]([CH3:22])([CH3:21])[CH3:20])=[O:17])[C:9]4[C:14]([CH:15]=3)=[CH:13][CH:12]=[CH:11][CH:10]=4)=[CH:5][N:6]=2)[CH:29]=[CH:28][CH:27]=1. The catalyst class is: 41. (2) Reactant: [Cl:1][C:2]1[CH:7]=[CH:6][CH:5]=[CH:4][C:3]=1[N:8]1[C:12]([C:13]([NH2:15])=O)=[CH:11][C:10]([C:16]2[CH:21]=[CH:20][N:19]=[C:18]([Cl:22])[CH:17]=2)=[N:9]1.C[N:24]([CH:26](OC)OC)C.O.[NH2:32]N. Product: [Cl:22][C:18]1[CH:17]=[C:16]([C:10]2[CH:11]=[C:12]([C:13]3[N:24]=[CH:26][NH:32][N:15]=3)[N:8]([C:3]3[CH:4]=[CH:5][CH:6]=[CH:7][C:2]=3[Cl:1])[N:9]=2)[CH:21]=[CH:20][N:19]=1. The catalyst class is: 11. (3) Reactant: Br[C:2]1[CH:7]=[CH:6][N:5]([CH:8]([CH2:16][CH3:17])[C:9]([O:11][C:12]([CH3:15])([CH3:14])[CH3:13])=[O:10])[C:4](=[O:18])[CH:3]=1.[Cl:19][C:20]1[CH:21]=[CH:22][C:23]([C:29]#[N:30])=[C:24](B(O)O)[CH:25]=1. Product: [Cl:19][C:20]1[CH:25]=[CH:24][C:23]([C:29]#[N:30])=[C:22]([C:2]2[CH:7]=[CH:6][N:5]([CH:8]([CH2:16][CH3:17])[C:9]([O:11][C:12]([CH3:15])([CH3:14])[CH3:13])=[O:10])[C:4](=[O:18])[CH:3]=2)[CH:21]=1. The catalyst class is: 73. (4) The catalyst class is: 2. Product: [CH3:18][N:19]([O:20][CH3:21])[C:14]([CH:9]1[CH2:10][CH2:11][CH2:12][CH2:13][N:8]1[C:6]([O:5][C:1]([CH3:2])([CH3:3])[CH3:4])=[O:7])=[O:16]. Reactant: [C:1]([O:5][C:6]([N:8]1[CH2:13][CH2:12][CH2:11][CH2:10][CH:9]1[C:14]([OH:16])=O)=[O:7])([CH3:4])([CH3:3])[CH3:2].Cl.[CH3:18][NH:19][O:20][CH3:21].F[P-](F)(F)(F)(F)F.N1(O[P+](N(C)C)(N(C)C)N(C)C)C2C=CC=CC=2N=N1.C(N(CC)CC)C. (5) Reactant: CC1[N:3]([C:8]2[S:9][CH:10]=[C:11]([C:13]3[CH:18]=[CH:17][C:16]([C:19]([F:22])([F:21])[F:20])=[C:15]([O:23][CH3:24])[CH:14]=3)[N:12]=2)C(C)=CC=1.C(O)C.O.Cl.NO. Product: [CH3:24][O:23][C:15]1[CH:14]=[C:13]([C:11]2[N:12]=[C:8]([NH2:3])[S:9][CH:10]=2)[CH:18]=[CH:17][C:16]=1[C:19]([F:21])([F:22])[F:20]. The catalyst class is: 66. (6) Reactant: [CH2:1]([CH:4]([CH2:28][CH2:29][CH2:30][CH2:31][CH3:32])[CH2:5][C:6]([CH2:18][CH:19]([CH2:25][CH2:26][CH3:27])[CH2:20][CH2:21][CH2:22][CH2:23][CH3:24])([C:15]([O-:17])=[O:16])[CH:7]([S:11]([OH:14])(=[O:13])=[O:12])[C:8]([O-:10])=[O:9])[CH2:2][CH3:3].S(OS([O-])=O)([O-])=O.[Na+:40].[Na+].S([O-])([O-])=O.[OH-].[K+].S([O-])([O-])(=O)=O.[Na+].[Na+]. Product: [CH2:1]([CH:4]([CH2:28][CH2:29][CH2:30][CH2:31][CH3:32])[CH2:5][C:6]([CH2:18][CH:19]([CH2:25][CH2:26][CH3:27])[CH2:20][CH2:21][CH2:22][CH2:23][CH3:24])([C:15]([O-:17])=[O:16])[CH:7]([S:11]([OH:14])(=[O:13])=[O:12])[C:8]([O-:10])=[O:9])[CH2:2][CH3:3].[Na+:40].[Na+:40]. The catalyst class is: 40. (7) Reactant: Cl[C:2](Cl)([O:4]C(=O)OC(Cl)(Cl)Cl)Cl.CCN(C(C)C)C(C)C.[CH3:22][C:23]1[N:28]=[C:27]([C:29]2[CH:30]=[C:31]([NH2:35])[CH:32]=[CH:33][CH:34]=2)[CH:26]=[CH:25][N:24]=1.[Cl:36][C:37]1[CH:42]=[CH:41][C:40]([CH2:43][CH2:44][NH2:45])=[CH:39][CH:38]=1. Product: [Cl:36][C:37]1[CH:42]=[CH:41][C:40]([CH2:43][CH2:44][NH:45][C:2]([NH:35][C:31]2[CH:32]=[CH:33][CH:34]=[C:29]([C:27]3[CH:26]=[CH:25][N:24]=[C:23]([CH3:22])[N:28]=3)[CH:30]=2)=[O:4])=[CH:39][CH:38]=1. The catalyst class is: 2.